Dataset: Catalyst prediction with 721,799 reactions and 888 catalyst types from USPTO. Task: Predict which catalyst facilitates the given reaction. (1) Reactant: [F:1][CH:2]1[CH2:6][N:5]([C:7]([O:9][CH2:10][C:11]2[CH:16]=[CH:15][CH:14]=[CH:13][CH:12]=2)=[O:8])[C@H:4]([C:17]([O:19]CC)=[O:18])[CH:3]1[CH3:22].[Li+].[OH-]. Product: [CH2:10]([O:9][C:7]([N:5]1[CH2:6][CH:2]([F:1])[CH:3]([CH3:22])[C@H:4]1[C:17]([OH:19])=[O:18])=[O:8])[C:11]1[CH:16]=[CH:15][CH:14]=[CH:13][CH:12]=1. The catalyst class is: 5. (2) Reactant: Br[C:2]1[C:3]([NH2:9])=[N:4][CH:5]=[C:6]([F:8])[CH:7]=1.[CH:10]1([O:16][C:17]2[N:22]=[CH:21][C:20](B(O)O)=[CH:19][CH:18]=2)[CH2:15][CH2:14][CH2:13][CH2:12][CH2:11]1.C(=O)([O-])[O-].[Na+].[Na+].CCOC(C)=O. Product: [CH:10]1([O:16][C:17]2[N:22]=[CH:21][C:20]([C:2]3[C:3]([NH2:9])=[N:4][CH:5]=[C:6]([F:8])[CH:7]=3)=[CH:19][CH:18]=2)[CH2:15][CH2:14][CH2:13][CH2:12][CH2:11]1. The catalyst class is: 108. (3) Reactant: O.[OH-].[Li+:3].[C:4]([C:6]1[CH:7]=[C:8]([C:12]2[N:13]([CH2:25][CH2:26][CH2:27][C:28]([O:30]C)=[O:29])[CH:14]=[C:15]3[C:20]=2[C:19](=[O:21])[N:18]([CH3:22])[C:17](=[O:23])[N:16]3[CH3:24])[CH:9]=[CH:10][CH:11]=1)#[N:5]. Product: [C:4]([C:6]1[CH:7]=[C:8]([C:12]2[N:13]([CH2:25][CH2:26][CH2:27][C:28]([O-:30])=[O:29])[CH:14]=[C:15]3[C:20]=2[C:19](=[O:21])[N:18]([CH3:22])[C:17](=[O:23])[N:16]3[CH3:24])[CH:9]=[CH:10][CH:11]=1)#[N:5].[Li+:3]. The catalyst class is: 20. (4) Reactant: [Cl:1][C:2]1[CH:11]=[CH:10][C:5]([C:6]([O:8][CH3:9])=[O:7])=[CH:4][C:3]=1[NH2:12].[CH2:13]([O:15][C:16](=[O:24])[C:17]#[C:18][C:19]([O:21][CH2:22][CH3:23])=[O:20])[CH3:14]. Product: [CH2:13]([O:15][C:16](=[O:24])[C:17]([NH:12][C:3]1[CH:4]=[C:5]([C:6]([O:8][CH3:9])=[O:7])[CH:10]=[CH:11][C:2]=1[Cl:1])=[CH:18][C:19]([O:21][CH2:22][CH3:23])=[O:20])[CH3:14]. The catalyst class is: 8. (5) Reactant: C(OC([NH:11][C@H:12]1[CH2:17][CH2:16][CH2:15][N:14]([P:18]([NH:22][CH3:23])([NH:20][CH3:21])=[O:19])[C:13]1=[O:24])=O)C1C=CC=CC=1. Product: [NH2:11][C@H:12]1[CH2:17][CH2:16][CH2:15][N:14]([P:18]([NH:22][CH3:23])([NH:20][CH3:21])=[O:19])[C:13]1=[O:24]. The catalyst class is: 19. (6) Reactant: [CH2:1]([O:5][C:6]1[CH:11]=[CH:10][C:9]([C:12]2([CH3:22])[NH:17][C:16](=[O:18])[C:15]([C:19]#[N:20])=[C:14](O)[CH2:13]2)=[CH:8][CH:7]=1)[CH2:2][CH2:3][CH3:4].O=P(Cl)(Cl)[Cl:25].CCN(C(C)C)C(C)C. Product: [CH2:1]([O:5][C:6]1[CH:11]=[CH:10][C:9]([C:12]2([CH3:22])[NH:17][C:16](=[O:18])[C:15]([C:19]#[N:20])=[C:14]([Cl:25])[CH2:13]2)=[CH:8][CH:7]=1)[CH2:2][CH2:3][CH3:4]. The catalyst class is: 344. (7) Reactant: C([O:4][C@H:5]1[CH2:22][CH2:21][C@@:20]2([CH3:23])[C@@H:7]([CH2:8][CH2:9][C@:10]3([CH3:42])[C@@H:19]2[CH2:18][CH2:17][C@H:16]2[C@@:11]3([CH3:41])[CH2:12][CH2:13][C@@:14]3([C:31]([N:33]4[CH2:38][CH2:37][CH:36]([O:39][CH3:40])[CH2:35][CH2:34]4)=[O:32])[CH2:26][CH2:25][C@@H:24]([C:27]4([CH3:30])[CH2:29][CH2:28]4)[C@@H:15]32)[C:6]1([CH3:44])[CH3:43])(=O)C.[OH-].[Na+]. Product: [OH:4][C@H:5]1[CH2:22][CH2:21][C@@:20]2([CH3:23])[C@@H:7]([CH2:8][CH2:9][C@:10]3([CH3:42])[C@@H:19]2[CH2:18][CH2:17][C@H:16]2[C@@:11]3([CH3:41])[CH2:12][CH2:13][C@@:14]3([C:31]([N:33]4[CH2:34][CH2:35][CH:36]([O:39][CH3:40])[CH2:37][CH2:38]4)=[O:32])[CH2:26][CH2:25][C@@H:24]([C:27]4([CH3:30])[CH2:29][CH2:28]4)[C@@H:15]32)[C:6]1([CH3:44])[CH3:43]. The catalyst class is: 12.